This data is from Reaction yield outcomes from USPTO patents with 853,638 reactions. The task is: Predict the reaction yield, written as a fraction of the theoretical maximum amount of product (1.0 means a 100% yield; for example, 0.34 means a 34% yield). (1) The reactants are Br[CH2:2][CH2:3][CH2:4][CH2:5][CH2:6][Br:7].[C:8]1(=[O:18])[NH:12][C:11](=[O:13])[C:10]2=[CH:14][CH:15]=[CH:16][CH:17]=[C:9]12.[K]. The catalyst is CN(C=O)C. The product is [Br:7][CH2:6][CH2:5][CH2:4][CH2:3][CH2:2][N:12]1[C:11](=[O:13])[C:10]2=[CH:14][CH:15]=[CH:16][CH:17]=[C:9]2[C:8]1=[O:18]. The yield is 0.550. (2) The yield is 0.520. The product is [CH3:27][C:25]1[CH:24]=[C:23]([O:28][CH2:1][C:2]([CH3:19])([CH3:7])[C:3]([O:5][CH3:6])=[O:4])[CH:22]=[CH:21][C:26]=1[CH3:29]. The reactants are [CH3:1][C:2]([CH3:19])([CH2:7]OS(C1C=CC(C)=CC=1)(=O)=O)[C:3]([O:5][CH3:6])=[O:4].C[C:21]1[CH:22]=[C:23]([OH:28])[CH:24]=[C:25]([CH3:27])[CH:26]=1.[C:29](=O)([O-])[O-].[K+].[K+].CC(N(C)C)=O. The catalyst is O. (3) The reactants are C(OC(=O)[NH:7][CH:8]1[CH2:17][CH2:16][C:15]2[C:10](=[C:11]([NH:18][C:19]3[O:20][C:21]([C:24]4[CH:29]=[CH:28][C:27]([C:30]([F:33])([F:32])[F:31])=[CH:26][CH:25]=4)=[CH:22][N:23]=3)[CH:12]=[CH:13][CH:14]=2)[CH2:9]1)(C)(C)C.C(OC(=O)NC1CCC2C(=C(NC3OC(C4C=CC(C)=CC=4)=CN=3)C=CC=2)C1)(C)(C)C. No catalyst specified. The product is [F:33][C:30]([F:31])([F:32])[C:27]1[CH:28]=[CH:29][C:24]([C:21]2[O:20][C:19]([NH:18][C:11]3[C:10]4[CH2:9][CH:8]([NH2:7])[CH2:17][CH2:16][C:15]=4[CH:14]=[CH:13][CH:12]=3)=[N:23][CH:22]=2)=[CH:25][CH:26]=1. The yield is 0.380. (4) The reactants are [NH2:1][C:2]1[CH:9]=[C:8]([Br:10])[C:7]([CH3:11])=[CH:6]C=1C#N.[OH-:12].[Na+].[CH3:14][CH2:15][OH:16]. No catalyst specified. The product is [NH2:1][C:2]1[CH:9]=[C:8]([Br:10])[C:7]([CH3:11])=[CH:6][C:14]=1[C:15]([OH:12])=[O:16]. The yield is 0.910.